From a dataset of Full USPTO retrosynthesis dataset with 1.9M reactions from patents (1976-2016). Predict the reactants needed to synthesize the given product. The reactants are: [H-].[Na+].[C:3]([CH2:5][C:6]([O:8][C:9]([CH3:12])([CH3:11])[CH3:10])=[O:7])#[N:4].Cl[C:14]1[C:19]([F:20])=[CH:18][CH:17]=[CH:16][N:15]=1.O. Given the product [C:3]([CH:5]([C:14]1[C:19]([F:20])=[CH:18][CH:17]=[CH:16][N:15]=1)[C:6]([O:8][C:9]([CH3:12])([CH3:11])[CH3:10])=[O:7])#[N:4], predict the reactants needed to synthesize it.